This data is from Peptide-MHC class II binding affinity with 134,281 pairs from IEDB. The task is: Regression. Given a peptide amino acid sequence and an MHC pseudo amino acid sequence, predict their binding affinity value. This is MHC class II binding data. (1) The peptide sequence is LNYRPLLPKDRRMII. The MHC is HLA-DQA10201-DQB10202 with pseudo-sequence HLA-DQA10201-DQB10202. The binding affinity (normalized) is 0.0816. (2) The peptide sequence is DTFRKLFDVYSNFLR. The binding affinity (normalized) is 0.389. The MHC is DRB1_1302 with pseudo-sequence DRB1_1302. (3) The MHC is DRB4_0101 with pseudo-sequence DRB4_0103. The peptide sequence is ERKILRPRWIDARVYSDH. The binding affinity (normalized) is 0.611. (4) The peptide sequence is SQDLELSWNLNGLNAY. The MHC is DRB1_0802 with pseudo-sequence DRB1_0802. The binding affinity (normalized) is 0.360. (5) The peptide sequence is IGRIAETILGYNPSA. The MHC is HLA-DPA10301-DPB10402 with pseudo-sequence HLA-DPA10301-DPB10402. The binding affinity (normalized) is 0.327. (6) The MHC is DRB1_0101 with pseudo-sequence DRB1_0101. The binding affinity (normalized) is 0.598. The peptide sequence is DMSWCSKSDDQIWLS.